From a dataset of Forward reaction prediction with 1.9M reactions from USPTO patents (1976-2016). Predict the product of the given reaction. (1) The product is: [C:21]([O:20][C:18]([N:10]1[C@H:11]([C:12]2[CH:17]=[CH:16][CH:15]=[CH:14][CH:13]=2)[C@H:7]([C:1]2[CH:6]=[CH:5][CH:4]=[CH:3][CH:2]=2)[N:8]=[C:9]1[NH:34][CH2:33][CH:27]1[CH2:32][CH2:31][CH2:30][CH2:29][CH2:28]1)=[O:19])([CH3:24])([CH3:23])[CH3:22]. Given the reactants [C:1]1([C@H:7]2[C@@H:11]([C:12]3[CH:17]=[CH:16][CH:15]=[CH:14][CH:13]=3)[N:10]([C:18]([O:20][C:21]([CH3:24])([CH3:23])[CH3:22])=[O:19])[C:9](SC)=[N:8]2)[CH:6]=[CH:5][CH:4]=[CH:3][CH:2]=1.[CH:27]1([CH2:33][NH2:34])[CH2:32][CH2:31][CH2:30][CH2:29][CH2:28]1, predict the reaction product. (2) Given the reactants [N+:1]([C:4]1[CH:11]=[CH:10][CH:9]=[CH:8][C:5]=1[CH:6]=O)([O-:3])=[O:2].[NH2:12][CH:13]1[CH2:18][CH2:17][N:16]([CH2:19][C:20]2[CH:25]=[CH:24][CH:23]=[CH:22][CH:21]=2)[CH2:15][CH2:14]1.[BH4-].[Na+].Cl.[OH-].[Na+], predict the reaction product. The product is: [CH2:19]([N:16]1[CH2:17][CH2:18][CH:13]([NH:12][CH2:6][C:5]2[CH:8]=[CH:9][CH:10]=[CH:11][C:4]=2[N+:1]([O-:3])=[O:2])[CH2:14][CH2:15]1)[C:20]1[CH:21]=[CH:22][CH:23]=[CH:24][CH:25]=1.